This data is from Full USPTO retrosynthesis dataset with 1.9M reactions from patents (1976-2016). The task is: Predict the reactants needed to synthesize the given product. (1) Given the product [NH:7]([C:8]1[C:16]2[CH:15]=[CH:14][C:13](=[O:17])[N:12]([C:18]3[CH:23]=[CH:22][CH:21]=[CH:20][CH:19]=3)[C:11]=2[S:10][C:9]=1[C:32]([NH:30][NH2:31])=[O:35])[C:1]1[CH:6]=[CH:5][CH:4]=[CH:3][CH:2]=1, predict the reactants needed to synthesize it. The reactants are: [C:1]1([NH:7][C:8]2[C:16]3[CH:15]=[CH:14][C:13](=[O:17])[N:12]([C:18]4[CH:23]=[CH:22][CH:21]=[CH:20][CH:19]=4)[C:11]=3[S:10][C:9]=2C(OCC)=O)[CH:6]=[CH:5][CH:4]=[CH:3][CH:2]=1.O.[NH2:30][NH2:31].[C:32]([O-:35])(O)=O.[Na+]. (2) Given the product [NH2:1][C:4]1[CH:8]=[CH:7][N:6]([CH2:9][CH2:10][CH2:11][OH:12])[N:5]=1, predict the reactants needed to synthesize it. The reactants are: [N+:1]([C:4]1[CH:8]=[CH:7][N:6]([CH2:9][CH2:10][CH2:11][OH:12])[N:5]=1)([O-])=O.